Dataset: Forward reaction prediction with 1.9M reactions from USPTO patents (1976-2016). Task: Predict the product of the given reaction. (1) Given the reactants [CH3:1][Mg]Br.[Br:4][C:5]1[CH:6]=[CH:7][C:8]([F:13])=[C:9]([CH:12]=1)[CH:10]=[O:11], predict the reaction product. The product is: [Br:4][C:5]1[CH:6]=[CH:7][C:8]([F:13])=[C:9]([CH:10]([OH:11])[CH3:1])[CH:12]=1. (2) The product is: [C:22]([O:26][C:27]([NH:29][N:30]([C:31]1[CH:36]=[CH:35][C:34]([F:37])=[CH:33][C:32]=1[Cl:38])[C:18]([CH:11]1[C:10](=[O:21])[C@:9]2([CH3:8])[C:15]([CH3:17])([CH3:16])[C@H:12]1[CH2:13][CH2:14]2)=[O:19])=[O:28])([CH3:25])([CH3:23])[CH3:24]. Given the reactants C(N(CC)CC)C.[CH3:8][C@@:9]12[C:15]([CH3:17])([CH3:16])[C@@H:12]([CH2:13][CH2:14]1)[CH:11]([C:18](Cl)=[O:19])[C:10]2=[O:21].[C:22]([O:26][C:27]([NH:29][NH:30][C:31]1[CH:36]=[CH:35][C:34]([F:37])=[CH:33][C:32]=1[Cl:38])=[O:28])([CH3:25])([CH3:24])[CH3:23], predict the reaction product.